This data is from Experimentally validated miRNA-target interactions with 360,000+ pairs, plus equal number of negative samples. The task is: Binary Classification. Given a miRNA mature sequence and a target amino acid sequence, predict their likelihood of interaction. (1) The miRNA is hsa-miR-488-3p with sequence UUGAAAGGCUAUUUCUUGGUC. The protein sequence of the target gene is MKDSLVLLGRVPAHPDSRCWFLAWNPAGTLLASCGGDRRIRIWGTEGDSWICKSVLSEGHQRTVRKVAWSPCGNYLASASFDATTCIWKKNQDDFECVTTLEGHENEVKSVAWAPSGNLLATCSRDKSVWVWEVDEEDEYECVSVLNSHTQDVKHVVWHPSQELLASASYDDTVKLYREEEDDWVCCATLEGHESTVWSLAFDPSGQRLASCSDDRTVRIWRQYLPGNEQGVACSGSDPSWKCICTLSGFHSRTIYDIAWCQLTGALATACGDDAIRVFQEDPNSDPQQPTFSLTAHLHQ.... Result: 1 (interaction). (2) The miRNA is hsa-miR-6811-3p with sequence AGCCUGUGCUUGUCCCUGCAG. The protein sequence of the target gene is MWGWRGLLFWAVLVTATLCTARPAPTLPEQAQPWGVPVEVESLLVHPGDLLQLRCRLRDDVQSINWLRDGVQLAESNRTRITGEEVEVRDSIPADSGLYACVTNSPSGSDTTYFSVNVSDALPSSEDDDDDDDSSSEEKETDNTKPNRRPVAPYWTSPEKMEKKLHAVPAAKTVKFKCPSSGTPSPTLRWLKNGKEFKPDHRIGGYKVRYATWSIIMDSVVPSDKGNYTCIVENEYGSINHTYQLDVVERSPHRPILQAGLPANKTVALGSNVEFMCKVYSDPQPHIQWLKHIEVNGSKI.... Result: 0 (no interaction). (3) The miRNA is rno-let-7g-5p with sequence UGAGGUAGUAGUUUGUACAGUU. Result: 0 (no interaction). The protein sequence of the target gene is MPPQLQNGLNLSAKVVQGSLDSLPQAVREFLENNAELCQPDHIHICDGSEEENGRLLGQMEEEGILRRLKKYDNCWLALTDPRDVARIESKTVIVTQEQRDTVPIPKTGLSQLGRWMSEEDFEKAFNARFPGCMKGRTMYVIPFSMGPLGSPLSKIGIELTDSPYVVASMRIMTRMGTPVLEAVGDGEFVKCLHSVGCPLPLQKPLVNNWPCNPELTLIAHLPDRREIISFGSGYGGNSLLGKKCFALRMASRLAKEEGWLAEHMLILGITNPEGEKKYLAAAFPSACGKTNLAMMNPSL.... (4) The miRNA is hsa-miR-4799-3p with sequence ACUGGCAUGCUGCAUUUAUAUA. The protein sequence of the target gene is MKKRRKVTSNLEKIHLGYHKDSSEGNVAVECDQVTYTHSAGRPTPEALHCYQELPPSPDQRKLLSSLQYNKNLLKYLNDDRQKQPSFCDLLIIVEGKEFSAHKVVVAVGSSYFHACLSKNPSTDVVTLDHVTHSVFQHLLEFLYTSEFFVYKYEIPLVLEAAKFLDIIDAVKLLNNENVAPFHSELTEKSSPEETLNELTGRLSNNHQCKFCSRHFCYKKSLENHLAKTHRSLLLGKKHGLKMLERSFSARRSKRNRKCPVKFDDTSDDEQESGDGSDNLNQENFDKEKSDRNDSEDPGS.... Result: 1 (interaction). (5) The miRNA is hsa-miR-6768-5p with sequence CACACAGGAAAAGCGGGGCCCUG. The protein sequence of the target gene is MASILDEYENSLSRSAVLQPGCPSVGIPHSGYVNAQLEKEVPIFTKQRIDFTPSERITSLVVSSNQLCMSLGKDTLLRIDLGKANEPNHVELGRKDDAKVHKMFLDHTGSHLLIALSSTEVLYVNRNGQKVRPLARWKGQLVESVGWNKALGTESSTGPILVGTAQGHIFEAELSASEGGLFGPAPDLYFRPLYVLNEEGGPAPVCSLEAERGPDGRSFVIATTRQRLFQFIGRAAEGAEAQGFSGLFAAYTDHPPPFREFPSNLGYSELAFYTPKLRSAPRAFAWMMGDGVLYGALDCG.... Result: 0 (no interaction). (6) The miRNA is hsa-miR-5690 with sequence UCAGCUACUACCUCUAUUAGG. The protein sequence of the target gene is MVVDFCRRFVARSLCIILMKHFCSSSVSEDLGCRRGDFSRKHYGSVELLISSDADGAIQRAGRFRVENGSSDENATALPGTWRRTDVHLENPEYHTRWYFKYFLGQVHQNYIGNDAEKSPFFLSVTLSDQNNQRVPQYRAILWRKTGTQKICLPYSPTKTLSVKSILSAMNLDKFEKGPREIFHPEIQKDLLVLEEQEGSVNFKFGVLFAKDGQLTDDEMFSNEIGSEPFQKFLNLLGDTITLKGWTGYRGGLDTKNDTTGIHSVYTVYQGHEIMFHVSTMLPYSKENKQQVERKRHIGN.... Result: 0 (no interaction). (7) The miRNA is hsa-miR-6761-5p with sequence UCUGAGAGAGCUCGAUGGCAG. The protein sequence of the target gene is MGCCYSSENEDSDQDREERKLLLDPSSPPTKALNGAEPNYHSLPSARTDEQALLSSILAKTASNIIDVSAADSQGMEQHEYMDRARQYSTRLAVLSSSLTHWKKLPPLPSLTSQPHQVLASEPIPFSDLQQVSRIAAYAYSALSQIRVDAKEELVVQFGIP. Result: 1 (interaction). (8) The miRNA is dme-miR-9a-5p with sequence UCUUUGGUUAUCUAGCUGUAUGA. Result: 0 (no interaction). The protein sequence of the target gene is MLQDKGLSESEEAFRAPGPALGEASNTSTTNAPEPALATPGLSGAALSSPPGQGADVAAAAAAAAEQTIENIKVGLHEKELWKKFHEAGTEMIITKAGRRMFPSYKVKVTGMNPKTKYILLIDIVPADDHRYKFCDNKWMVAGKAEPAMPGRLYVHPDSPATGAHWMRQLVSFQKLKLTNNHLDPFGHIILNSMHKYQPRLHIVKADENNAFGSKNTAFCTHVFPETSFISVTSYQNHKITQLKIENNPFAKGFRGSDDSDLRVARLQSKEYPVISKSIMRQRLVSSQLSAKPDVSPLHS.... (9) The miRNA is hsa-miR-27a-3p with sequence UUCACAGUGGCUAAGUUCCGC. The protein sequence of the target gene is MTSIHFVVHPLPGTEDQLNDRLREVSEKLNKYNLNSHPPLNVLEQATIKQCVVGPNHAAFLLEDGRVCRIGFSVQPDRLELGKPDNNDGSKLNSNSGAGRTSRPGRTSDSPWFLSGSETLGRLAGNTLGSRWSSGVGGSGGGSSGRSSAGARDSRRQTRVIRTGRDRGSGLLGSQPQPVIPASVIPEELISQAQVVLQGKSRSVIIRELQRTNLDVNLAVNNLLSRDDEDGDDGDDTASESYLPGEDLMSLLDADIHSAHPSVIIDADAMFSEDISYFGYPSFRRSSLSRLGSSRVLLLP.... Result: 1 (interaction). (10) The miRNA is hsa-miR-5100 with sequence UUCAGAUCCCAGCGGUGCCUCU. The protein sequence of the target gene is MAAHLLPICALFLTLLDMAQGFRGPLLPNRPFTTVWNANTQWCLERHGVDVDVSVFDVVANPGQTFRGPDMTIFYSSQLGTYPYYTPTGEPVFGGLPQNASLIAHLARTFQDILAAIPAPDFSGLAVIDWEAWRPRWAFNWDTKDIYRQRSRALVQAQHPDWPAPQVEAVAQDQFQGAARAWMAGTLQLGRALRPRGLWGFYGFPDCYNYDFLSPNYTGQCPSGIRAQNDQLGWLWGQSRALYPSIYMPAVLEGTGKSQMYVQHRVAEAFRVAVAAGDPNLPVLPYVQIFYDTTNHFLPL.... Result: 0 (no interaction).